The task is: Predict which catalyst facilitates the given reaction.. This data is from Catalyst prediction with 721,799 reactions and 888 catalyst types from USPTO. (1) Reactant: CO[C:3]([C:5]1([CH3:28])[CH2:17][C:16]2[C:15]3[C:10](=[CH:11][CH:12]=[C:13]([O:18][CH2:19][CH3:20])[CH:14]=3)[NH:9][C:8]=2[CH:7]([C:21]2[CH:26]=[CH:25][CH:24]=[C:23]([OH:27])[CH:22]=2)[NH:6]1)=[O:4].[Br:29][CH2:30][CH2:31][N:32]=[C:33]=[O:34]. Product: [Br:29][CH2:30][CH2:31][N:32]1[C:33](=[O:34])[N:6]2[CH:7]([C:21]3[CH:26]=[CH:25][CH:24]=[C:23]([OH:27])[CH:22]=3)[C:8]3[NH:9][C:10]4[C:15]([C:16]=3[CH2:17][C:5]2([CH3:28])[C:3]1=[O:4])=[CH:14][C:13]([O:18][CH2:19][CH3:20])=[CH:12][CH:11]=4. The catalyst class is: 131. (2) The catalyst class is: 14. Reactant: [CH3:1][O:2][C:3]1[CH:4]=[C:5]([CH:11]2[C:20](=[O:21])[C:19]3[C:14](=[C:15]([CH3:26])[C:16]([O:22]C(=O)C)=[CH:17][CH:18]=3)[O:13][CH2:12]2)[CH:6]=[CH:7][C:8]=1[O:9][CH3:10].N1C=CN=C1.O. Product: [CH3:1][O:2][C:3]1[CH:4]=[C:5]([CH:11]2[C:20](=[O:21])[C:19]3[C:14](=[C:15]([CH3:26])[C:16]([OH:22])=[CH:17][CH:18]=3)[O:13][CH2:12]2)[CH:6]=[CH:7][C:8]=1[O:9][CH3:10]. (3) Reactant: [NH:1]1[CH:5]=[C:4]([CH2:6][C:7]#[N:8])[N:3]=[CH:2]1.C(N(CC)CC)C.Cl[C:17]([C:30]1[CH:35]=[CH:34][CH:33]=[CH:32][CH:31]=1)([C:24]1[CH:29]=[CH:28][CH:27]=[CH:26][CH:25]=1)[C:18]1[CH:23]=[CH:22][CH:21]=[CH:20][CH:19]=1.O. Product: [C:17]([N:1]1[CH:5]=[C:4]([CH2:6][C:7]#[N:8])[N:3]=[CH:2]1)([C:18]1[CH:23]=[CH:22][CH:21]=[CH:20][CH:19]=1)([C:30]1[CH:31]=[CH:32][CH:33]=[CH:34][CH:35]=1)[C:24]1[CH:25]=[CH:26][CH:27]=[CH:28][CH:29]=1. The catalyst class is: 39. (4) Reactant: [CH3:1][C:2]1[C@@H:19]([O:20][C:21]([C@H:23]([OH:40])[C@@H:24]([NH:31][C:32]([C:34]2[CH:35]=[CH:36][CH:37]=[CH:38][CH:39]=2)=[O:33])[C:25]2[CH:26]=[CH:27][CH:28]=[CH:29][CH:30]=2)=[O:22])[CH2:18][C@:14]2([OH:41])[C:15]([CH3:17])([CH3:16])[C:3]=1[C@@H:4]([O:59][C:60]([CH3:62])=[O:61])[C:5]([C@@:7]1([CH3:58])[C@H:12]([C@@H:13]2[O:42][C:43]([C:45]2[CH:46]=[CH:47][CH:48]=[CH:49][CH:50]=2)=[O:44])[C@:11]2([O:53][C:54]([CH3:56])=[O:55])[CH2:51][O:52][C@@H:10]2[CH2:9][C@@H:8]1[OH:57])=[O:6].[C:63]1(=[O:69])[O:68][C:66](=[O:67])[CH2:65][CH2:64]1.N1C=CC=CC=1. Product: [CH3:1][C:2]1[C@@H:19]([O:20][C:21]([C@H:23]([O:40][C:63]([CH2:64][CH2:65][C:66]([OH:68])=[O:67])=[O:69])[C@@H:24]([NH:31][C:32]([C:34]2[CH:39]=[CH:38][CH:37]=[CH:36][CH:35]=2)=[O:33])[C:25]2[CH:26]=[CH:27][CH:28]=[CH:29][CH:30]=2)=[O:22])[CH2:18][C@:14]2([OH:41])[C:15]([CH3:16])([CH3:17])[C:3]=1[C@@H:4]([O:59][C:60]([CH3:62])=[O:61])[C:5]([C@@:7]1([CH3:58])[C@H:12]([C@@H:13]2[O:42][C:43]([C:45]2[CH:50]=[CH:49][CH:48]=[CH:47][CH:46]=2)=[O:44])[C@:11]2([O:53][C:54]([CH3:56])=[O:55])[CH2:51][O:52][C@@H:10]2[CH2:9][C@@H:8]1[OH:57])=[O:6]. The catalyst class is: 2.